From a dataset of Full USPTO retrosynthesis dataset with 1.9M reactions from patents (1976-2016). Predict the reactants needed to synthesize the given product. (1) Given the product [Br:1][C:2]1[CH:7]=[C:6]([NH:17][CH:13]([CH2:14][CH2:15][CH3:16])[CH3:12])[C:5]([N+:9]([O-:11])=[O:10])=[CH:4][N:3]=1, predict the reactants needed to synthesize it. The reactants are: [Br:1][C:2]1[CH:7]=[C:6](Br)[C:5]([N+:9]([O-:11])=[O:10])=[CH:4][N:3]=1.[CH3:12][CH:13]([NH2:17])[CH2:14][CH2:15][CH3:16].C(N(CC)CC)C. (2) Given the product [CH2:1]1[C:9]2[C:4](=[CH:5][CH:6]=[CH:7][CH:8]=2)[CH2:3][CH:2]1[O:10][C:11]1[CH:12]=[C:13]([C:19]2[CH2:23][C@:22]([CH2:28][CH2:29][OH:30])([CH2:24][OH:25])[O:21][N:20]=2)[CH:14]=[CH:15][C:16]=1[O:17][CH3:18], predict the reactants needed to synthesize it. The reactants are: [CH2:1]1[C:9]2[C:4](=[CH:5][CH:6]=[CH:7][CH:8]=2)[CH2:3][CH:2]1[O:10][C:11]1[CH:12]=[C:13]([C:19]2[CH2:23][C@:22]([CH2:28][C:29](OC)=[O:30])([C:24](OC)=[O:25])[O:21][N:20]=2)[CH:14]=[CH:15][C:16]=1[O:17][CH3:18].[H-].[Al+3].[Li+].[H-].[H-].[H-]. (3) The reactants are: [F:1][C:2]1[CH:10]=[C:9]2[C:5]([C:6]([CH:11]=[O:12])=[N:7][NH:8]2)=[CH:4][CH:3]=1.C(N(CC)CC)C.[CH3:20][O:21][C:22]1[CH:27]=[CH:26][C:25]([S:28](Cl)(=[O:30])=[O:29])=[CH:24][C:23]=1[N:32]1[CH2:37][CH2:36][N:35]([C:38](=[O:43])[C:39]([F:42])([F:41])[F:40])[CH2:34][CH2:33]1. Given the product [F:1][C:2]1[CH:10]=[C:9]2[C:5]([C:6]([CH:11]=[O:12])=[N:7][N:8]2[S:28]([C:25]2[CH:26]=[CH:27][C:22]([O:21][CH3:20])=[C:23]([N:32]3[CH2:37][CH2:36][N:35]([C:38](=[O:43])[C:39]([F:42])([F:40])[F:41])[CH2:34][CH2:33]3)[CH:24]=2)(=[O:30])=[O:29])=[CH:4][CH:3]=1, predict the reactants needed to synthesize it. (4) Given the product [C:4]([S:6][CH2:7][CH2:8][S:9][CH2:10][CH2:11][S:12][C:13](=[O:17])[CH:14]=[CH2:15])(=[O:5])[CH:3]=[CH2:2], predict the reactants needed to synthesize it. The reactants are: Cl[CH2:2][CH2:3][C:4]([S:6][CH2:7][CH2:8][S:9][CH2:10][CH2:11][S:12][C:13](=[O:17])[CH2:14][CH2:15]Cl)=[O:5].C(N(CC)CC)C.CCCCCC.O.